This data is from Full USPTO retrosynthesis dataset with 1.9M reactions from patents (1976-2016). The task is: Predict the reactants needed to synthesize the given product. (1) Given the product [C:1]([O:5][C:6]([NH:8][C:9]1[CH:14]=[C:13]([O:15][C:16]2[CH:17]=[N:18][CH:19]=[C:20]([CH:21]=2)[C:22]([O:24][CH3:25])=[O:23])[CH:12]=[N:11][CH:10]=1)=[O:7])([CH3:4])([CH3:3])[CH3:2], predict the reactants needed to synthesize it. The reactants are: [C:1]([O:5][C:6]([NH:8][C:9]1[CH:10]=[N+:11]([O-])[CH:12]=[C:13]([O:15][C:16]2[CH:17]=[N:18][CH:19]=[C:20]([C:22]([O:24][CH3:25])=[O:23])[CH:21]=2)[CH:14]=1)=[O:7])([CH3:4])([CH3:3])[CH3:2].C([O-])=O.[NH4+]. (2) Given the product [NH2:19][C:17]1[CH:18]=[C:14]([C:12]([NH:11][C:9]2[S:10][C:6]([CH2:1][CH2:2][CH:3]([CH3:5])[CH3:4])=[C:7]([C:23]([NH:25][CH2:26][CH2:27][N:28]3[CH2:29][CH2:30][O:31][CH2:32][CH2:33]3)=[O:24])[N:8]=2)=[O:13])[N:15]([CH3:22])[CH:16]=1, predict the reactants needed to synthesize it. The reactants are: [CH2:1]([C:6]1[S:10][C:9]([NH:11][C:12]([C:14]2[N:15]([CH3:22])[CH:16]=[C:17]([N+:19]([O-])=O)[CH:18]=2)=[O:13])=[N:8][C:7]=1[C:23]([NH:25][CH2:26][CH2:27][N:28]1[CH2:33][CH2:32][O:31][CH2:30][CH2:29]1)=[O:24])[CH2:2][CH:3]([CH3:5])[CH3:4].N#N. (3) Given the product [CH:7]1([CH:13]([C:12]2[CH:15]=[CH:16][CH:17]=[CH:18][C:11]=2[CH3:10])[NH2:14])[CH2:9][CH2:8]1, predict the reactants needed to synthesize it. The reactants are: C1COCC1.Br[CH:7]1[CH2:9][CH2:8]1.[CH3:10][C:11]1[CH:18]=[CH:17][CH:16]=[CH:15][C:12]=1[C:13]#[N:14].[BH4-].[Na+]. (4) Given the product [Br:23][C:24]1[CH:31]=[CH:30][C:27]([CH2:28][N:17]2[CH2:16][CH2:15][C:14]([S:12]([C:7]3[CH:6]=[CH:11][C:10]([O:42][CH2:41][C:40]#[C:37][CH3:38])=[CH:9][CH:8]=3)=[O:13])([C:20]([OH:22])=[O:21])[CH2:19][CH2:18]2)=[CH:26][CH:25]=1, predict the reactants needed to synthesize it. The reactants are: C(O[C:6]1[CH:11]=[CH:10][CH:9]=[CH:8][C:7]=1[S:12]([C:14]1([C:20]([OH:22])=[O:21])[CH2:19][CH2:18][NH:17][CH2:16][CH2:15]1)=[O:13])C#CC.[Br:23][C:24]1[CH:31]=[CH:30][C:27]([CH2:28]Br)=[CH:26][CH:25]=1.C(N([CH2:37][CH3:38])CC)C.Cl.[CH3:40][CH2:41][O:42]CC. (5) Given the product [C:20]([N:23]1[C:32]2[C:27](=[CH:28][C:29]([C:9]3[CH:10]=[CH:11][C:12]([C:13]([O:15][CH3:16])=[O:14])=[CH:17][CH:18]=3)=[CH:30][CH:31]=2)[C@H:26]([NH:34][C:35]([O:36][CH:37]([CH3:39])[CH3:38])=[O:40])[CH2:25][C@@H:24]1[CH3:41])(=[O:22])[CH3:21], predict the reactants needed to synthesize it. The reactants are: CC1(C)C(C)(C)OB([C:9]2[CH:18]=[CH:17][C:12]([C:13]([O:15][CH3:16])=[O:14])=[CH:11][CH:10]=2)O1.[C:20]([N:23]1[C:32]2[C:27](=[CH:28][C:29](Br)=[CH:30][CH:31]=2)[C@H:26]([NH:34][C:35](=[O:40])[O:36][CH:37]([CH3:39])[CH3:38])[CH2:25][C@@H:24]1[CH3:41])(=[O:22])[CH3:21].C([O-])(O)=O.[Na+]. (6) Given the product [F:1][C:2]1[CH:7]=[CH:6][N:5]2[C:8]([C:11]([NH:24][C:22]3[CH:21]=[CH:20][CH:19]=[C:18]4[C:23]=3[C:15]([CH3:14])=[N:16][N:17]4[CH2:25][C:26]3[CH:31]=[CH:30][CH:29]=[C:28]([CH3:32])[N:27]=3)=[O:13])=[CH:9][N:10]=[C:4]2[CH:3]=1, predict the reactants needed to synthesize it. The reactants are: [F:1][C:2]1[CH:7]=[CH:6][N:5]2[C:8]([C:11]([OH:13])=O)=[CH:9][N:10]=[C:4]2[CH:3]=1.[CH3:14][C:15]1[C:23]2[C:22]([NH2:24])=[CH:21][CH:20]=[CH:19][C:18]=2[N:17]([CH2:25][C:26]2[CH:31]=[CH:30][CH:29]=[C:28]([CH3:32])[N:27]=2)[N:16]=1.C(N(C(C)C)CC)(C)C.